Task: Predict which catalyst facilitates the given reaction.. Dataset: Catalyst prediction with 721,799 reactions and 888 catalyst types from USPTO (1) Reactant: NC1C=CC(C2C=CC([C:14](=[O:30])[CH2:15][CH:16]([CH2:22][CH2:23][C:24]3[CH:29]=[CH:28][CH:27]=[CH:26][CH:25]=3)[C:17]([O:19]CC)=[O:18])=CC=2)=CC=1.C(S(Cl)(=O)=O)CCC.N1C=CC=CC=1.[OH-].[Na+]. Product: [O:30]=[CH:14][CH2:15][CH:16]([CH2:22][CH2:23][C:24]1[CH:25]=[CH:26][CH:27]=[CH:28][CH:29]=1)[C:17]([OH:19])=[O:18]. The catalyst class is: 489. (2) Reactant: Br[CH2:2][C:3]1[C:7]2[CH:8]=[CH:9][CH:10]=[CH:11][C:6]=2[O:5][N:4]=1.[C-:12]#[N:13].[K+]. Product: [O:5]1[C:6]2[CH:11]=[CH:10][CH:9]=[CH:8][C:7]=2[C:3]([CH2:2][C:12]#[N:13])=[N:4]1. The catalyst class is: 144.